This data is from Full USPTO retrosynthesis dataset with 1.9M reactions from patents (1976-2016). The task is: Predict the reactants needed to synthesize the given product. (1) Given the product [CH3:2][O:3][C:4]1[CH:5]=[C:6]2[C:9](=[CH:10][CH:11]=1)[C:14](=[O:13])[CH2:15][C:16]([CH3:20])([CH3:17])[CH2:7]2.[CH2:30]([O:29][C:27](=[O:28])[CH:26]([C:23]([CH3:24])([CH3:25])[CH2:17][C:16]1[CH:20]=[CH:21][CH:22]=[C:14]([O:13][CH3:12])[CH:15]=1)[C:32]([O:34][CH2:35][CH3:36])=[O:33])[CH3:31], predict the reactants needed to synthesize it. The reactants are: [Mg].[CH3:2][O:3][C:4]1[CH:5]=[C:6]([CH:9]=[CH:10][CH:11]=1)[CH2:7]Cl.[CH3:12][O:13][C:14]1[CH:15]=[C:16]([CH:20]=[CH:21][CH:22]=1)[CH2:17][Mg]Cl.[C:23](=[C:26]([C:32]([O:34][CH2:35][CH3:36])=[O:33])[C:27]([O:29][CH2:30][CH3:31])=[O:28])([CH3:25])[CH3:24].Cl. (2) Given the product [NH2:24][CH2:23][C@@H:3]1[C@H:2]([OH:1])[CH2:7][CH2:6][N:5]([CH2:8][CH2:9][N:10]2[C:15](=[O:16])[CH2:14][NH:13][C:12]3[CH:17]=[CH:18][C:19]([O:21][CH3:22])=[N:20][C:11]2=3)[CH2:4]1, predict the reactants needed to synthesize it. The reactants are: [OH:1][C@@H:2]1[CH2:7][CH2:6][N:5]([CH2:8][CH2:9][N:10]2[C:15](=[O:16])[CH:14]=[N:13][C:12]3[CH:17]=[CH:18][C:19]([O:21][CH3:22])=[N:20][C:11]2=3)[CH2:4][C@@H:3]1[CH2:23][NH:24]C(=O)OCC1C=CC=CC=1.